Dataset: Catalyst prediction with 721,799 reactions and 888 catalyst types from USPTO. Task: Predict which catalyst facilitates the given reaction. (1) Reactant: P(Br)(Br)[Br:2].O[CH2:6][C:7]1[CH:22]=[C:21]([O:23][CH3:24])[C:10]([O:11][CH2:12][CH2:13][CH2:14][CH2:15][C:16]([O:18][CH2:19][CH3:20])=[O:17])=[C:9]([O:25][CH3:26])[CH:8]=1.O. Product: [CH2:19]([O:18][C:16](=[O:17])[CH2:15][CH2:14][CH2:13][CH2:12][O:11][C:10]1[C:21]([O:23][CH3:24])=[CH:22][C:7]([CH2:6][Br:2])=[CH:8][C:9]=1[O:25][CH3:26])[CH3:20]. The catalyst class is: 2. (2) Reactant: [F:1][C:2]1[CH:7]=[CH:6][C:5]([CH2:8][CH2:9][C:10](=O)[CH2:11][C:12]([C:14]2[CH:15]=[C:16]([CH:19]=[CH:20][CH:21]=2)[C:17]#[N:18])=O)=[CH:4][CH:3]=1.C(O)(=O)C(O)=O.[CH2:29]([NH:31][NH2:32])[CH3:30].CCN(CC)CC. Product: [CH2:29]([N:31]1[C:10]([CH2:9][CH2:8][C:5]2[CH:6]=[CH:7][C:2]([F:1])=[CH:3][CH:4]=2)=[CH:11][C:12]([C:14]2[CH:15]=[C:16]([CH:19]=[CH:20][CH:21]=2)[C:17]#[N:18])=[N:32]1)[CH3:30]. The catalyst class is: 14. (3) Reactant: Cl.CN(C)CCCN=C=NCC.O.ON1C2C=CC=CC=2N=N1.[O:24]1[CH2:29][CH2:28][N:27]([CH2:30][C:31]2[CH:35]=[CH:34][N:33]([C:36]3[N:44]=[CH:43][CH:42]=[CH:41][C:37]=3[C:38]([OH:40])=O)[N:32]=2)[CH2:26][CH2:25]1.[NH2:45][CH:46]([CH2:52][C:53]1[CH:58]=[CH:57][CH:56]=[CH:55][CH:54]=1)[CH:47]([OH:51])[C:48]([NH2:50])=[O:49]. Product: [NH2:50][C:48](=[O:49])[CH:47]([OH:51])[CH:46]([NH:45][C:38](=[O:40])[C:37]1[CH:41]=[CH:42][CH:43]=[N:44][C:36]=1[N:33]1[CH:34]=[CH:35][C:31]([CH2:30][N:27]2[CH2:26][CH2:25][O:24][CH2:29][CH2:28]2)=[N:32]1)[CH2:52][C:53]1[CH:54]=[CH:55][CH:56]=[CH:57][CH:58]=1. The catalyst class is: 624. (4) Reactant: O[CH:2]=[C:3]1[C:11]2[C:6](=[CH:7][C:8]([C:12]([C:14]3[CH:19]=[CH:18][C:17]([NH:20][C:21]([C:23]4N(C)N=C(C)C=4)=[O:22])=[CH:16][CH:15]=3)=[O:13])=[CH:9][CH:10]=2)[NH:5][C:4]1=[O:30].[NH2:31][C:32]1[CH:33]=[CH:34][C:35]([CH3:39])=[C:36]([OH:38])[CH:37]=1. Product: [OH:38][C:36]1[CH:37]=[C:32]([NH:31][CH:2]=[C:3]2[C:11]3[C:6](=[CH:7][C:8]([C:12]([C:14]4[CH:19]=[CH:18][C:17]([NH:20][C:21](=[O:22])[CH3:23])=[CH:16][CH:15]=4)=[O:13])=[CH:9][CH:10]=3)[NH:5][C:4]2=[O:30])[CH:33]=[CH:34][C:35]=1[CH3:39]. The catalyst class is: 1. (5) Reactant: [ClH:1].[C:2]1([CH:12]([NH:14][CH2:15][CH2:16][C@H:17]([C:19]2[CH:24]=[CH:23][CH:22]=[C:21]([C:25]([F:28])([F:27])[F:26])[CH:20]=2)O)[CH3:13])[C:11]2[C:6](=[CH:7][CH:8]=[CH:9][CH:10]=2)[CH:5]=[CH:4][CH:3]=1.P(Cl)(Cl)([Cl:31])=O.CN(C=O)C.CC(OC)(C)C. Product: [ClH:31].[Cl:1][C@@H:17]([C:19]1[CH:24]=[CH:23][CH:22]=[C:21]([C:25]([F:28])([F:27])[F:26])[CH:20]=1)[CH2:16][CH2:15][NH:14][CH:12]([C:2]1[C:11]2[C:6](=[CH:7][CH:8]=[CH:9][CH:10]=2)[CH:5]=[CH:4][CH:3]=1)[CH3:13]. The catalyst class is: 11. (6) Reactant: C([O:8][C:9](=[O:17])[CH2:10][N:11]1[C:15]([CH3:16])=[N:14][CH:13]=[N:12]1)C1C=CC=CC=1. Product: [CH3:16][C:15]1[N:11]([CH2:10][C:9]([OH:17])=[O:8])[N:12]=[CH:13][N:14]=1. The catalyst class is: 14. (7) Reactant: [Cl:1][C:2]1[C:3]([CH3:45])=[C:4]([NH:8][C:9]([C:11]2[C:19]3[N:18]=[C:17]([C@@H:20]4[CH2:24][CH2:23][CH2:22][N:21]4C(OC(C)(C)C)=O)[NH:16][C:15]=3[CH:14]=[C:13]([NH:32][C:33]([C:35]3[CH:40]=[CH:39][CH:38]=[CH:37][C:36]=3[C:41]([F:44])([F:43])[F:42])=[O:34])[CH:12]=2)=[O:10])[CH:5]=[CH:6][CH:7]=1.[ClH:46].C(OCC)(=O)C. Product: [ClH:1].[ClH:46].[Cl:1][C:2]1[C:3]([CH3:45])=[C:4]([NH:8][C:9]([C:11]2[C:19]3[N:18]=[C:17]([C@@H:20]4[CH2:24][CH2:23][CH2:22][NH:21]4)[NH:16][C:15]=3[CH:14]=[C:13]([NH:32][C:33]([C:35]3[CH:40]=[CH:39][CH:38]=[CH:37][C:36]=3[C:41]([F:44])([F:42])[F:43])=[O:34])[CH:12]=2)=[O:10])[CH:5]=[CH:6][CH:7]=1. The catalyst class is: 13. (8) Reactant: [CH3:1][O:2][C:3](=[O:32])[C@@H:4]([N:27]1[CH:31]=[CH:30][CH:29]=[CH:28]1)[CH2:5][C:6]1[CH:11]=[CH:10][C:9]([C:12]#[C:13][CH2:14][C:15]2[N:16]=[C:17]([C:21]3[CH:26]=[CH:25][CH:24]=[CH:23][CH:22]=3)[O:18][C:19]=2[CH3:20])=[CH:8][CH:7]=1.COC(=O)[C@@H](N1C=CC=C1)CC1C=CC(CCCN(C)C2C=CC=CC=2)=CC=1. Product: [CH3:1][O:2][C:3](=[O:32])[C@@H:4]([N:27]1[CH:31]=[CH:30][CH:29]=[CH:28]1)[CH2:5][C:6]1[CH:7]=[CH:8][C:9]([CH2:12][CH2:13][CH2:14][C:15]2[N:16]=[C:17]([C:21]3[CH:26]=[CH:25][CH:24]=[CH:23][CH:22]=3)[O:18][C:19]=2[CH3:20])=[CH:10][CH:11]=1. The catalyst class is: 1. (9) Reactant: [F:1][C:2]1[CH:3]=[C:4]([C:9]2[CH:14]=[CH:13][C:12]([C:15]([NH:17][C@H:18]([C:31]([O:33][CH2:34][C:35]3[CH:40]=[CH:39][CH:38]=[CH:37][CH:36]=3)=[O:32])[CH2:19][CH2:20][C:21]([O:23][CH2:24][C:25]3[CH:30]=[CH:29][CH:28]=[CH:27][CH:26]=3)=[O:22])=[O:16])=[C:11]([N+:41]([O-])=O)[CH:10]=2)[CH:5]=[CH:6][C:7]=1[F:8].[H][H].CCCCCC. Product: [NH2:41][C:11]1[CH:10]=[C:9]([C:4]2[CH:5]=[CH:6][C:7]([F:8])=[C:2]([F:1])[CH:3]=2)[CH:14]=[CH:13][C:12]=1[C:15]([NH:17][C@H:18]([C:31]([O:33][CH2:34][C:35]1[CH:36]=[CH:37][CH:38]=[CH:39][CH:40]=1)=[O:32])[CH2:19][CH2:20][C:21]([O:23][CH2:24][C:25]1[CH:26]=[CH:27][CH:28]=[CH:29][CH:30]=1)=[O:22])=[O:16]. The catalyst class is: 125.